Dataset: Full USPTO retrosynthesis dataset with 1.9M reactions from patents (1976-2016). Task: Predict the reactants needed to synthesize the given product. (1) Given the product [Cl:19][C:16]1[CH:17]=[CH:18][C:13]2[CH2:12][N:10]([CH3:11])[CH2:9][CH:8]([C:4]3[CH:5]=[CH:6][CH:7]=[C:2]([Cl:1])[CH:3]=3)[O:21][C:14]=2[N:15]=1, predict the reactants needed to synthesize it. The reactants are: [Cl:1][C:2]1[CH:3]=[C:4]([CH:8]([OH:21])[CH2:9][N:10]([CH2:12][C:13]2[C:14](Cl)=[N:15][C:16]([Cl:19])=[CH:17][CH:18]=2)[CH3:11])[CH:5]=[CH:6][CH:7]=1.[H-].[Na+].O.C(Cl)Cl. (2) Given the product [N:28]1[CH:29]=[C:24]([C:8]2[CH:9]=[C:10]3[C:5]([C:4]([CH3:20])([CH3:21])[C:3](=[O:22])[N:2]3[CH3:1])=[CH:6][CH:7]=2)[CH:25]=[C:26]2[CH2:32][NH:31][CH2:30][C:27]=12, predict the reactants needed to synthesize it. The reactants are: [CH3:1][N:2]1[C:10]2[C:5](=[CH:6][CH:7]=[C:8](B3OC(C)(C)C(C)(C)O3)[CH:9]=2)[C:4]([CH3:21])([CH3:20])[C:3]1=[O:22].Br[C:24]1[CH:25]=[C:26]2[CH2:32][NH:31][CH2:30][C:27]2=[N:28][CH:29]=1. (3) Given the product [CH3:27][O:26][C:22](=[O:25])[CH2:23][CH2:24][N:6]1[C:5]2[CH:14]=[CH:15][C:2]([Cl:1])=[CH:3][C:4]=2[O:9][CH:8]([CH:10]([CH3:12])[CH3:11])[C:7]1=[O:13], predict the reactants needed to synthesize it. The reactants are: [Cl:1][C:2]1[CH:15]=[CH:14][C:5]2[NH:6][C:7](=[O:13])[CH:8]([CH:10]([CH3:12])[CH3:11])[O:9][C:4]=2[CH:3]=1.C(=O)([O-])[O-].[K+].[K+].[C:22]([O:26][CH3:27])(=[O:25])[CH:23]=[CH2:24].C(OCC)(=O)C.